From a dataset of Full USPTO retrosynthesis dataset with 1.9M reactions from patents (1976-2016). Predict the reactants needed to synthesize the given product. (1) The reactants are: [N+:1]([C:4]1[CH:5]=[C:6]([CH:38]=[C:39]([N+:41]([O-])=O)[CH:40]=1)[C:7]([NH:9][C:10]1[CH:15]=[CH:14][C:13]([O:16][C:17]2[CH:22]=[CH:21][CH:20]=[C:19]([CH2:23][CH2:24][CH2:25][CH2:26][CH2:27][CH2:28][CH2:29][CH2:30][CH2:31][CH2:32][CH2:33][CH2:34][CH2:35][CH2:36][CH3:37])[CH:18]=2)=[CH:12][CH:11]=1)=[O:8])([O-])=O. Given the product [NH2:1][C:4]1[CH:5]=[C:6]([CH:38]=[C:39]([NH2:41])[CH:40]=1)[C:7]([NH:9][C:10]1[CH:11]=[CH:12][C:13]([O:16][C:17]2[CH:22]=[CH:21][CH:20]=[C:19]([CH2:23][CH2:24][CH2:25][CH2:26][CH2:27][CH2:28][CH2:29][CH2:30][CH2:31][CH2:32][CH2:33][CH2:34][CH2:35][CH2:36][CH3:37])[CH:18]=2)=[CH:14][CH:15]=1)=[O:8], predict the reactants needed to synthesize it. (2) Given the product [Br:8][C:5]1[CH:6]=[CH:7][C:2]([C:14]2[CH:15]=[CH:16][C:11]([CH:9]=[O:10])=[CH:12][CH:13]=2)=[N:3][CH:4]=1, predict the reactants needed to synthesize it. The reactants are: Br[C:2]1[CH:7]=[CH:6][C:5]([Br:8])=[CH:4][N:3]=1.[CH:9]([C:11]1[CH:16]=[CH:15][C:14](B(O)O)=[CH:13][CH:12]=1)=[O:10]. (3) Given the product [NH2:13][CH2:12][CH2:11][C:9]1[O:10][C:6]([C:4]([O:3][CH2:1][CH3:2])=[O:5])=[CH:7][C:8]=1[C:24]([O:26][CH3:27])=[O:25], predict the reactants needed to synthesize it. The reactants are: [CH2:1]([O:3][C:4]([C:6]1[O:10][C:9]([CH2:11][CH2:12][N:13]2C(=O)C3=CC=CC=C3C2=O)=[C:8]([C:24]([O:26][CH3:27])=[O:25])[CH:7]=1)=[O:5])[CH3:2].O.NN. (4) Given the product [C:31]([O:24][C@@H:19]([C:14]1[C:13]([CH3:25])=[N:12][C:11]2[N:10]([N:9]=[C:8]([C:4]3[CH:5]=[CH:6][CH:7]=[C:2]([Cl:1])[CH:3]=3)[CH:26]=2)[C:15]=1[CH:16]([CH3:18])[CH3:17])[C:20]([O:22][CH3:23])=[O:21])([CH3:34])([CH3:33])[CH3:32], predict the reactants needed to synthesize it. The reactants are: [Cl:1][C:2]1[CH:3]=[C:4]([C:8]2[CH:26]=[C:11]3[N:12]=[C:13]([CH3:25])[C:14]([C@H:19]([OH:24])[C:20]([O:22][CH3:23])=[O:21])=[C:15]([CH:16]([CH3:18])[CH3:17])[N:10]3[N:9]=2)[CH:5]=[CH:6][CH:7]=1.C(O[C:31]([CH3:34])([CH3:33])[CH3:32])(=O)C.Cl(O)(=O)(=O)=O.CCOCC. (5) Given the product [CH3:24][O:23][C:13]1[C:11]2[N:12]=[C:8]([NH:7][C:5](=[O:6])[C:4]3[CH:25]=[CH:26][N:27]=[C:2]([N:35]([CH3:34])[CH2:36][CH2:37][CH3:38])[CH:3]=3)[S:9][C:10]=2[C:16]([N:17]2[CH2:22][CH2:21][O:20][CH2:19][CH2:18]2)=[CH:15][CH:14]=1, predict the reactants needed to synthesize it. The reactants are: Br[C:2]1[CH:3]=[C:4]([CH:25]=[CH:26][N:27]=1)[C:5]([NH:7][C:8]1[S:9][C:10]2[C:16]([N:17]3[CH2:22][CH2:21][O:20][CH2:19][CH2:18]3)=[CH:15][CH:14]=[C:13]([O:23][CH3:24])[C:11]=2[N:12]=1)=[O:6].C(=O)([O-])[O-].[Cs+].[Cs+].[CH3:34][NH:35][CH2:36][CH2:37][CH3:38]. (6) The reactants are: [CH:1]1([NH:6][C:7]2[C:12]([CH2:13][OH:14])=[CH:11][N:10]=[C:9]([S:15][CH3:16])[N:8]=2)[CH2:5][CH2:4][CH2:3][CH2:2]1. Given the product [CH:1]1([NH:6][C:7]2[C:12]([CH:13]=[O:14])=[CH:11][N:10]=[C:9]([S:15][CH3:16])[N:8]=2)[CH2:2][CH2:3][CH2:4][CH2:5]1, predict the reactants needed to synthesize it.